Dataset: Full USPTO retrosynthesis dataset with 1.9M reactions from patents (1976-2016). Task: Predict the reactants needed to synthesize the given product. Given the product [CH3:32][CH2:33][N:9]([CH:6]([CH3:5])[CH3:7])[CH:10]([CH3:11])[CH3:28].[C:1]([C:3]1[CH:8]=[CH:7][C:6]([NH:9][CH:10]([C:28]([O:30][CH3:31])=[O:29])[C:11]2[CH:12]=[CH:13][C:14]([O:26][CH3:27])=[C:15]([NH:17][C:18](=[O:19])[CH2:33][CH2:34][C:35]([OH:37])=[O:36])[CH:16]=2)=[CH:5][CH:4]=1)#[N:2], predict the reactants needed to synthesize it. The reactants are: [C:1]([C:3]1[CH:8]=[CH:7][C:6]([NH:9][CH:10]([C:28]([O:30][CH3:31])=[O:29])[C:11]2[CH:12]=[CH:13][C:14]([O:26][CH3:27])=[C:15]([NH:17][C:18](CCCC(O)=O)=[O:19])[CH:16]=2)=[CH:5][CH:4]=1)#[N:2].[C:32]1(=O)[O:37][C:35](=[O:36])[CH2:34][CH2:33]1.